From a dataset of Full USPTO retrosynthesis dataset with 1.9M reactions from patents (1976-2016). Predict the reactants needed to synthesize the given product. (1) The reactants are: Br[C:2]1[CH:7]=[CH:6][N:5]=[C:4]([NH:8][C@H:9]([C:11]2[C:12](=[O:22])[NH:13][C:14]3[C:19]([CH:20]=2)=[CH:18][C:17]([Cl:21])=[CH:16][CH:15]=3)[CH3:10])[CH:3]=1.[O:23]1[CH2:27][CH2:26][NH:25][C:24]1=[O:28].P([O-])([O-])([O-])=O.[K+].[K+].[K+].[C@@H]1(N)CCCC[C@H]1N. Given the product [Cl:21][C:17]1[CH:18]=[C:19]2[C:14](=[CH:15][CH:16]=1)[NH:13][C:12](=[O:22])[C:11]([C@@H:9]([NH:8][C:4]1[CH:3]=[C:2]([N:25]3[CH2:26][CH2:27][O:23][C:24]3=[O:28])[CH:7]=[CH:6][N:5]=1)[CH3:10])=[CH:20]2, predict the reactants needed to synthesize it. (2) Given the product [CH3:31][C:30]1[N:1]([C:2]2[C:3](=[O:20])[N:4]([C:14]3[CH:15]=[CH:16][CH:17]=[CH:18][CH:19]=3)[CH:5]=[C:6]([C:8]3[CH:13]=[CH:12][CH:11]=[CH:10][N:9]=3)[CH:7]=2)[C:27]([C:21]2[CH:26]=[CH:25][CH:24]=[CH:23][CH:22]=2)=[CH:28][CH:29]=1, predict the reactants needed to synthesize it. The reactants are: [NH2:1][C:2]1[C:3](=[O:20])[N:4]([C:14]2[CH:19]=[CH:18][CH:17]=[CH:16][CH:15]=2)[CH:5]=[C:6]([C:8]2[CH:13]=[CH:12][CH:11]=[CH:10][N:9]=2)[CH:7]=1.[C:21]1([C:27](=O)[CH2:28][CH2:29][C:30](=O)[CH3:31])[CH:26]=[CH:25][CH:24]=[CH:23][CH:22]=1.C(=O)([O-])O.[Na+]. (3) Given the product [Cl:22][C:11]1[C:12]2[C:17](=[CH:16][CH:15]=[CH:14][CH:13]=2)[CH:18]=[C:9]([C:6]2[CH:7]=[CH:8][C:3]([O:2][CH3:1])=[CH:4][CH:5]=2)[N:10]=1, predict the reactants needed to synthesize it. The reactants are: [CH3:1][O:2][C:3]1[CH:8]=[CH:7][C:6]([C:9]2[NH:10][C:11](=O)[C:12]3[C:17]([CH:18]=2)=[CH:16][CH:15]=[CH:14][CH:13]=3)=[CH:5][CH:4]=1.P(Cl)(Cl)([Cl:22])=O. (4) Given the product [NH2:19][CH2:18][CH2:17][CH:16]([OH:30])[CH2:15][N:12]1[CH2:11][CH2:10][N:9]([C:3]2[CH:4]=[CH:5][CH:6]=[C:7]([CH3:8])[C:2]=2[CH3:1])[CH2:14][CH2:13]1, predict the reactants needed to synthesize it. The reactants are: [CH3:1][C:2]1[C:7]([CH3:8])=[CH:6][CH:5]=[CH:4][C:3]=1[N:9]1[CH2:14][CH2:13][N:12]([CH2:15][CH:16]([OH:30])[CH2:17][CH2:18][N:19]2C(=O)C3C(=CC=CC=3)C2=O)[CH2:11][CH2:10]1.O.NN.